From a dataset of Peptide-MHC class II binding affinity with 134,281 pairs from IEDB. Regression. Given a peptide amino acid sequence and an MHC pseudo amino acid sequence, predict their binding affinity value. This is MHC class II binding data. (1) The peptide sequence is SQDDELSWNLNGLQAY. The MHC is DRB1_0401 with pseudo-sequence DRB1_0401. The binding affinity (normalized) is 0.353. (2) The peptide sequence is AMATAGTTVYGAFAA. The MHC is HLA-DPA10103-DPB10601 with pseudo-sequence HLA-DPA10103-DPB10601. The binding affinity (normalized) is 0.0845. (3) The peptide sequence is LTHMMIWHSNLNDAT. The MHC is DRB1_0901 with pseudo-sequence DRB1_0901. The binding affinity (normalized) is 0.235. (4) The peptide sequence is VEKSQLLNEFNNLYA. The MHC is DRB1_0301 with pseudo-sequence DRB1_0301. The binding affinity (normalized) is 0.625. (5) The peptide sequence is LKLYMALVAFLRFLT. The MHC is DRB1_1501 with pseudo-sequence DRB1_1501. The binding affinity (normalized) is 0.489. (6) The peptide sequence is RQAEPSLYGRHNCRC. The MHC is DRB3_0101 with pseudo-sequence DRB3_0101. The binding affinity (normalized) is 0.